This data is from Full USPTO retrosynthesis dataset with 1.9M reactions from patents (1976-2016). The task is: Predict the reactants needed to synthesize the given product. (1) Given the product [NH:31]1[C:39]2[C:34](=[CH:35][CH:36]=[CH:37][CH:38]=2)[C:33]([CH2:40][C:23]2[C:24]([CH2:26][CH2:27][CH2:28][CH3:29])=[CH:25][C:20]([NH2:19])=[CH:21][C:22]=2[OH:30])=[CH:32]1, predict the reactants needed to synthesize it. The reactants are: N(C(N1CCCCC1)=O)=NC(N1CCCCC1)=O.[NH2:19][C:20]1[CH:21]=[C:22]([OH:30])[CH:23]=[C:24]([CH2:26][CH2:27][CH2:28][CH3:29])[CH:25]=1.[NH:31]1[C:39]2[C:34](=[CH:35][CH:36]=[CH:37][CH:38]=2)[C:33]([CH2:40]O)=[CH:32]1.C1C=CC(P(C2C=CC=CC=2)C2C=CC=CC=2)=CC=1. (2) Given the product [CH2:41]([O:40][C:38](=[O:39])[CH2:37][O:25][C@H:23]1[CH2:22][C@@H:21]([N:11]2[C:10](=[O:26])[C:9]([CH2:8][C:7]3[CH:6]=[CH:5][C:4]([C:27]4[CH:32]=[CH:31][CH:30]=[CH:29][C:28]=4[C:33]#[N:34])=[CH:3][C:2]=3[F:1])=[C:14]([CH2:15][CH2:16][CH3:17])[N:13]3[N:18]=[CH:19][N:20]=[C:12]23)[CH2:24]1)[CH3:42], predict the reactants needed to synthesize it. The reactants are: [F:1][C:2]1[CH:3]=[C:4]([C:27]2[C:28]([C:33]#[N:34])=[CH:29][CH:30]=[CH:31][CH:32]=2)[CH:5]=[CH:6][C:7]=1[CH2:8][C:9]1[C:10](=[O:26])[N:11]([C@H:21]2[CH2:24][C@@H:23]([OH:25])[CH2:22]2)[C:12]2[N:13]([N:18]=[CH:19][N:20]=2)[C:14]=1[CH2:15][CH2:16][CH3:17].[N+](=[CH:37][C:38]([O:40][CH2:41][CH3:42])=[O:39])=[N-]. (3) Given the product [CH:18]1([N:21]2[C:29]3[CH:28]=[CH:27][N:26]=[CH:25][C:24]=3[N:23]([CH2:15][C:7]3[N:6]([CH2:5][CH2:4][CH2:3][CH:2]([F:17])[F:1])[C:14]4[C:9]([N:8]=3)=[N:10][CH:11]=[CH:12][CH:13]=4)[C:22]2=[O:30])[CH2:20][CH2:19]1, predict the reactants needed to synthesize it. The reactants are: [F:1][CH:2]([F:17])[CH2:3][CH2:4][CH2:5][N:6]1[C:14]2[C:9](=[N:10][CH:11]=[CH:12][CH:13]=2)[N:8]=[C:7]1[CH2:15]O.[CH:18]1([N:21]2[C:29]3[CH:28]=[CH:27][N:26]=[CH:25][C:24]=3[NH:23][C:22]2=[O:30])[CH2:20][CH2:19]1.C1(P(C2C=CC=CC=2)C2C=CC=CC=2)C=CC=CC=1.N(C([O-])=O)=NC([O-])=O. (4) Given the product [CH2:1]([C:8]1[S:12][C:11]([NH:13][C:29](=[O:36])[C:30]2[CH:35]=[CH:34][CH:33]=[CH:32][CH:31]=2)=[N:10][C:9]=1[C:14]1[CH:15]=[CH:16][C:17]([O:20][CH3:21])=[CH:18][CH:19]=1)[C:2]1[CH:3]=[CH:4][CH:5]=[CH:6][CH:7]=1, predict the reactants needed to synthesize it. The reactants are: [CH2:1]([C:8]1[S:12][C:11]([NH2:13])=[N:10][C:9]=1[C:14]1[CH:19]=[CH:18][C:17]([O:20][CH3:21])=[CH:16][CH:15]=1)[C:2]1[CH:7]=[CH:6][CH:5]=[CH:4][CH:3]=1.C(N(CC)CC)C.[C:29](Cl)(=[O:36])[C:30]1[CH:35]=[CH:34][CH:33]=[CH:32][CH:31]=1.